Dataset: Forward reaction prediction with 1.9M reactions from USPTO patents (1976-2016). Task: Predict the product of the given reaction. (1) Given the reactants Cl.[NH2:2][C:3]1([CH3:22])[CH2:7][CH2:6][CH2:5][CH:4]1[NH:8][C:9](=[O:21])[C:10]1[CH:15]=[CH:14][CH:13]=[CH:12][C:11]=1[N:16]1[N:20]=[CH:19][CH:18]=[N:17]1.Br[C:24]1[CH:29]=[CH:28][C:27]([O:30][C:31]([F:34])([F:33])[F:32])=[CH:26][N:25]=1.C1C=CC(P(C2C(C3C(P(C4C=CC=CC=4)C4C=CC=CC=4)=CC=C4C=3C=CC=C4)=C3C(C=CC=C3)=CC=2)C2C=CC=CC=2)=CC=1.CC(C)([O-])C.[Na+], predict the reaction product. The product is: [CH3:22][C:3]1([NH:2][C:24]2[CH:29]=[CH:28][C:27]([O:30][C:31]([F:32])([F:34])[F:33])=[CH:26][N:25]=2)[CH2:7][CH2:6][CH2:5][CH:4]1[NH:8][C:9](=[O:21])[C:10]1[CH:15]=[CH:14][CH:13]=[CH:12][C:11]=1[N:16]1[N:17]=[CH:18][CH:19]=[N:20]1. (2) Given the reactants F[C:2]1(C)[CH:7]=[CH:6][CH:5]=[C:4]([N+:8]([O-:10])=[O:9])[CH2:3]1.[N:12]1([C:18]([O:20][C:21]([CH3:24])([CH3:23])[CH3:22])=[O:19])[CH2:17][CH2:16][NH:15][CH2:14][CH2:13]1.C(=O)([O-])[O-].[K+].[K+], predict the reaction product. The product is: [N+:8]([C:4]1[CH:3]=[C:2]([N:15]2[CH2:14][CH2:13][N:12]([C:18]([O:20][C:21]([CH3:24])([CH3:23])[CH3:22])=[O:19])[CH2:17][CH2:16]2)[CH:7]=[CH:6][CH:5]=1)([O-:10])=[O:9]. (3) The product is: [Cl:1][C:2]1[CH:3]=[CH:4][C:5]([CH2:6][NH:7][C:8]([C:10]2[C:11](=[O:39])[C:12]3[S:19][C:18]([CH2:20][N:21]([CH2:23][C@H:24]([C:26]4[O:27][CH:28]=[CH:29][CH:30]=4)[OH:25])[CH3:22])=[C:17]([CH2:31][OH:32])[C:13]=3[N:14]([CH3:16])[CH:15]=2)=[O:9])=[CH:40][CH:41]=1. Given the reactants [Cl:1][C:2]1[CH:41]=[CH:40][C:5]([CH2:6][NH:7][C:8]([C:10]2[C:11](=[O:39])[C:12]3[S:19][C:18]([CH2:20][N:21]([CH2:23][C@H:24]([C:26]4[O:27][CH:28]=[CH:29][CH:30]=4)[OH:25])[CH3:22])=[C:17]([CH2:31][O:32]CC[Si](C)(C)C)[C:13]=3[N:14]([CH3:16])[CH:15]=2)=[O:9])=[CH:4][CH:3]=1.C([O-])(O)=O.[Na+], predict the reaction product. (4) Given the reactants Br[C:2]1[N:7]=[C:6]([C:8](NC)=O)[CH:5]=[CH:4][CH:3]=1.C[Sn](C)C.C[Sn](C)C.BrC1[CH:22]=[N:23][N:24]2[CH:29]=[CH:28][C:27]([C:30]([N:32]([C:36]3[CH:41]=[CH:40][C:39]([C:42]#[N:43])=[CH:38][N:37]=3)[CH:33]([CH3:35])[CH3:34])=[O:31])=[CH:26][C:25]=12, predict the reaction product. The product is: [C:42]([C:39]1[CH:40]=[CH:41][C:36]([N:32]([CH:33]([CH3:35])[CH3:34])[C:30]([C:27]2[CH:26]=[CH:25][N:24]3[N:23]=[CH:22][C:8]([C:6]4[CH:5]=[CH:4][C:3]([C:30](=[O:31])[NH:32][CH3:33])=[CH:2][N:7]=4)=[C:29]3[CH:28]=2)=[O:31])=[N:37][CH:38]=1)#[N:43].